From a dataset of Full USPTO retrosynthesis dataset with 1.9M reactions from patents (1976-2016). Predict the reactants needed to synthesize the given product. The reactants are: C[Si](Br)(C)C.C([O:8][P:9]([CH2:14][CH2:15][NH:16][C:17]([NH:19][CH2:20][CH2:21][O:22][C:23](=[O:27])[C:24]([CH3:26])=[CH2:25])=[O:18])(=[O:13])[O:10]CC)C. Given the product [C:23]([O:22][CH2:21][CH2:20][NH:19][C:17]([NH:16][CH2:15][CH2:14][P:9](=[O:8])([OH:13])[OH:10])=[O:18])(=[O:27])[C:24]([CH3:26])=[CH2:25], predict the reactants needed to synthesize it.